From a dataset of Forward reaction prediction with 1.9M reactions from USPTO patents (1976-2016). Predict the product of the given reaction. Given the reactants [F:1][C:2]1[CH:7]=[CH:6][C:5]([C:8]2[C:13](/[CH:14]=[CH:15]/[C:16](O)=[O:17])=[C:12]([CH:19]([CH3:21])[CH3:20])[N:11]=[C:10]([N:22]([CH3:27])[S:23]([CH3:26])(=[O:25])=[O:24])[N:9]=2)=[CH:4][CH:3]=1.[BH4-].[Na+].Cl, predict the reaction product. The product is: [F:1][C:2]1[CH:3]=[CH:4][C:5]([C:8]2[C:13]([CH2:14]/[CH:15]=[CH:16]/[OH:17])=[C:12]([CH:19]([CH3:21])[CH3:20])[N:11]=[C:10]([N:22]([CH3:27])[S:23]([CH3:26])(=[O:25])=[O:24])[N:9]=2)=[CH:6][CH:7]=1.